Dataset: Peptide-MHC class II binding affinity with 134,281 pairs from IEDB. Task: Regression. Given a peptide amino acid sequence and an MHC pseudo amino acid sequence, predict their binding affinity value. This is MHC class II binding data. The peptide sequence is GELQIVDKIDAAFKP. The MHC is DRB1_0802 with pseudo-sequence DRB1_0802. The binding affinity (normalized) is 0.0375.